The task is: Predict hERG channel inhibition at various concentrations.. This data is from hERG Central: cardiac toxicity at 1µM, 10µM, and general inhibition. (1) The molecule is Cc1cccc(NC(=O)CN2CCN(CC(=O)Nc3cccc(C)c3)CC2)c1. Results: hERG_inhib (hERG inhibition (general)): blocker. (2) The drug is c1ccc(CCCN2CCN(c3ccccc3)CC2)cc1. Results: hERG_inhib (hERG inhibition (general)): blocker. (3) The molecule is CCOCCCN(C)C1CCN(C(=O)c2oc3ccccc3c2NC(=O)c2ccc([N+](=O)[O-])cc2)CC1. Results: hERG_inhib (hERG inhibition (general)): blocker. (4) The compound is CCN1CCN(C(=O)c2ccc(Cl)c(S(=O)(=O)N3CCCCC3)c2)CC1. Results: hERG_inhib (hERG inhibition (general)): blocker. (5) The compound is O=C(C1CC(=O)N(c2ccc(F)cc2)C1)N1CCC(c2nc3ccccc3[nH]2)CC1. Results: hERG_inhib (hERG inhibition (general)): blocker.